Regression. Given two drug SMILES strings and cell line genomic features, predict the synergy score measuring deviation from expected non-interaction effect. From a dataset of Merck oncology drug combination screen with 23,052 pairs across 39 cell lines. (1) Synergy scores: synergy=18.8. Drug 2: COC1=C2CC(C)CC(OC)C(O)C(C)C=C(C)C(OC(N)=O)C(OC)C=CC=C(C)C(=O)NC(=CC1=O)C2=O. Cell line: SW837. Drug 1: N#Cc1ccc(Cn2cncc2CN2CCN(c3cccc(Cl)c3)C(=O)C2)cc1. (2) Drug 1: CCC1=CC2CN(C1)Cc1c([nH]c3ccccc13)C(C(=O)OC)(c1cc3c(cc1OC)N(C)C1C(O)(C(=O)OC)C(OC(C)=O)C4(CC)C=CCN5CCC31C54)C2. Drug 2: COC1CC2CCC(C)C(O)(O2)C(=O)C(=O)N2CCCCC2C(=O)OC(C(C)CC2CCC(OP(C)(C)=O)C(OC)C2)CC(=O)C(C)C=C(C)C(O)C(OC)C(=O)C(C)CC(C)C=CC=CC=C1C. Cell line: A375. Synergy scores: synergy=7.88. (3) Drug 1: Cc1nc(Nc2ncc(C(=O)Nc3c(C)cccc3Cl)s2)cc(N2CCN(CCO)CC2)n1. Drug 2: CCC1(O)C(=O)OCc2c1cc1n(c2=O)Cc2cc3c(CN(C)C)c(O)ccc3nc2-1. Cell line: VCAP. Synergy scores: synergy=7.10.